This data is from Drug-target binding data from BindingDB using IC50 measurements. The task is: Regression. Given a target protein amino acid sequence and a drug SMILES string, predict the binding affinity score between them. We predict pIC50 (pIC50 = -log10(IC50 in M); higher means more potent). Dataset: bindingdb_ic50. The small molecule is CC(C)(C)OC(=O)N[C@@H](Cc1ccccc1)[C@@H](O)C[C@@H](Cc1ccccc1)C(=O)NC1c2ccccc2C[C@H]1O. The target protein sequence is PQITLWQRPLVTIKIGGQLKEALLDTGADDTVLEEMSLPGRWKPKMIGGIGGFIKVRQYDQILIEICGHKAIGTVLVGPTPVNIIGRNLLTQIGCTLNF. The pIC50 is 9.4.